This data is from TCR-epitope binding with 47,182 pairs between 192 epitopes and 23,139 TCRs. The task is: Binary Classification. Given a T-cell receptor sequence (or CDR3 region) and an epitope sequence, predict whether binding occurs between them. (1) The epitope is GTHWFVTQR. The TCR CDR3 sequence is CASSLFPSGMDHEQYF. Result: 0 (the TCR does not bind to the epitope). (2) The epitope is ATVVIGTSK. The TCR CDR3 sequence is CASSSFSANEKLFF. Result: 0 (the TCR does not bind to the epitope). (3) The epitope is HLVDFQVTI. The TCR CDR3 sequence is CASSQEAGTAEYEQYF. Result: 1 (the TCR binds to the epitope). (4) The epitope is LEPLVDLPI. The TCR CDR3 sequence is CASRYGTDYGYTF. Result: 1 (the TCR binds to the epitope). (5) The epitope is KLGGALQAK. The TCR CDR3 sequence is CASSQMGTQYF. Result: 1 (the TCR binds to the epitope). (6) The epitope is DATYQRTRALVR. The TCR CDR3 sequence is CASSVDLKAGEEGEQFF. Result: 1 (the TCR binds to the epitope). (7) The epitope is DPFRLLQNSQVFS. The TCR CDR3 sequence is CASSSTLGADTQYF. Result: 0 (the TCR does not bind to the epitope).